This data is from Full USPTO retrosynthesis dataset with 1.9M reactions from patents (1976-2016). The task is: Predict the reactants needed to synthesize the given product. (1) Given the product [Br:1][C:2]1[C:3]([Cl:21])=[CH:4][C:5]([OH:19])=[C:6]([CH:18]=1)[C:7]([N:9]([CH3:17])[C:10]1[CH:15]=[CH:14][CH:13]=[CH:12][C:11]=1[CH3:16])=[O:8], predict the reactants needed to synthesize it. The reactants are: [Br:1][C:2]1[C:3]([Cl:21])=[CH:4][C:5]([O:19]C)=[C:6]([CH:18]=1)[C:7]([N:9]([CH3:17])[C:10]1[CH:15]=[CH:14][CH:13]=[CH:12][C:11]=1[CH3:16])=[O:8].B(Br)(Br)Br. (2) Given the product [CH3:9][O:8][Si:5]([O:10][CH3:11])([O:6][CH3:7])[CH2:4][CH2:3][CH2:2][NH:1][C:12](=[O:18])[O:13][CH2:14][CH:15]([OH:17])[CH3:16], predict the reactants needed to synthesize it. The reactants are: [NH2:1][CH2:2][CH2:3][CH2:4][Si:5]([O:10][CH3:11])([O:8][CH3:9])[O:6][CH3:7].[C:12]1(=[O:18])[O:17][CH:15]([CH3:16])[CH2:14][O:13]1. (3) Given the product [CH:1]1([NH:4][C:5](=[O:6])[C:7]2[CH:8]=[CH:9][C:10]([CH3:36])=[C:11]([C:13]3[CH:14]=[C:15]4[C:20](=[CH:21][CH:22]=3)[C:19]([C:23]3[CH2:28][CH2:27][NH:26][CH2:25][CH:24]=3)=[N:18][N:17]=[CH:16]4)[CH:12]=2)[CH2:3][CH2:2]1, predict the reactants needed to synthesize it. The reactants are: [CH:1]1([NH:4][C:5]([C:7]2[CH:8]=[CH:9][C:10]([CH3:36])=[C:11]([C:13]3[CH:14]=[C:15]4[C:20](=[CH:21][CH:22]=3)[C:19]([C:23]3[CH2:28][CH2:27][N:26](C(OC(C)(C)C)=O)[CH2:25][CH:24]=3)=[N:18][N:17]=[CH:16]4)[CH:12]=2)=[O:6])[CH2:3][CH2:2]1.Br. (4) Given the product [Br:19][C:9]1[C:10]2[S:14][C:13]([O:15][CH:16]([CH3:18])[CH3:17])=[N:12][C:11]=2[C:6]([O:5][C:1]([CH3:4])([CH3:3])[CH3:2])=[CH:7][CH:8]=1, predict the reactants needed to synthesize it. The reactants are: [C:1]([O:5][C:6]1[C:11]2[N:12]=[C:13]([O:15][CH:16]([CH3:18])[CH3:17])[S:14][C:10]=2[CH:9]=[CH:8][CH:7]=1)([CH3:4])([CH3:3])[CH3:2].[Br:19]N1C(=O)CCC1=O. (5) Given the product [Br-:27].[CH2:28]([N+:1]12[CH2:6][CH2:5][CH:4]([CH2:7][CH2:8]1)[CH:3]([C:9]([O:11][CH:12]([C:13]1[CH:18]=[CH:17][CH:16]=[C:15]([F:19])[CH:14]=1)[C:20]1[CH:25]=[CH:24][CH:23]=[C:22]([F:26])[CH:21]=1)=[O:10])[CH2:2]2)[C:29]1[CH:34]=[CH:33][CH:32]=[CH:31][CH:30]=1, predict the reactants needed to synthesize it. The reactants are: [N:1]12[CH2:8][CH2:7][CH:4]([CH2:5][CH2:6]1)[CH:3]([C:9]([O:11][CH:12]([C:20]1[CH:25]=[CH:24][CH:23]=[C:22]([F:26])[CH:21]=1)[C:13]1[CH:18]=[CH:17][CH:16]=[C:15]([F:19])[CH:14]=1)=[O:10])[CH2:2]2.[Br:27][CH2:28][C:29]1[CH:34]=[CH:33][CH:32]=[CH:31][CH:30]=1. (6) Given the product [CH2:8]([O:15][C@@H:16]1[C@@H:22]([O:23][CH2:24][C:25]2[CH:26]=[CH:27][CH:28]=[CH:29][CH:30]=2)[C@H:21]([O:31][CH2:32][C:33]2[CH:38]=[CH:37][CH:36]=[CH:35][CH:34]=2)[C@@H:20]([CH2:39][O:40][CH2:41][C:42]2[CH:47]=[CH:46][CH:45]=[CH:44][CH:43]=2)[O:19][C@H:17]1[C:48]1[CH:53]=[C:52]([F:54])[CH:51]=[C:50]([CH2:55][O:56][Si:57]([C:70]([CH3:73])([CH3:72])[CH3:71])([C:64]2[CH:65]=[CH:66][CH:67]=[CH:68][CH:69]=2)[C:58]2[CH:59]=[CH:60][CH:61]=[CH:62][CH:63]=2)[CH:49]=1)[C:9]1[CH:14]=[CH:13][CH:12]=[CH:11][CH:10]=1, predict the reactants needed to synthesize it. The reactants are: C([SiH](CC)CC)C.[CH2:8]([O:15][C@@H:16]1[C@@H:22]([O:23][CH2:24][C:25]2[CH:30]=[CH:29][CH:28]=[CH:27][CH:26]=2)[C@H:21]([O:31][CH2:32][C:33]2[CH:38]=[CH:37][CH:36]=[CH:35][CH:34]=2)[C@@H:20]([CH2:39][O:40][CH2:41][C:42]2[CH:47]=[CH:46][CH:45]=[CH:44][CH:43]=2)[O:19][C:17]1([C:48]1[CH:53]=[C:52]([F:54])[CH:51]=[C:50]([CH2:55][O:56][Si:57]([C:70]([CH3:73])([CH3:72])[CH3:71])([C:64]2[CH:69]=[CH:68][CH:67]=[CH:66][CH:65]=2)[C:58]2[CH:63]=[CH:62][CH:61]=[CH:60][CH:59]=2)[CH:49]=1)O)[C:9]1[CH:14]=[CH:13][CH:12]=[CH:11][CH:10]=1.C(=O)(O)[O-].[Na+]. (7) Given the product [CH:1]1([N:7]([CH3:17])[C:8]2[N:13]=[CH:12][N:11]=[C:10]([C:14]([NH:18][C:19]3[C:28]4[C:23](=[CH:24][CH:25]=[CH:26][CH:27]=4)[N:22]=[CH:21][CH:20]=3)=[O:16])[CH:9]=2)[CH2:2][CH2:3][CH2:4][CH2:5][CH2:6]1, predict the reactants needed to synthesize it. The reactants are: [CH:1]1([N:7]([CH3:17])[C:8]2[N:13]=[CH:12][N:11]=[C:10]([C:14]([OH:16])=O)[CH:9]=2)[CH2:6][CH2:5][CH2:4][CH2:3][CH2:2]1.[NH2:18][C:19]1[C:28]2[C:23](=[CH:24][CH:25]=[CH:26][CH:27]=2)[N:22]=[CH:21][CH:20]=1.